This data is from Reaction yield outcomes from USPTO patents with 853,638 reactions. The task is: Predict the reaction yield, written as a fraction of the theoretical maximum amount of product (1.0 means a 100% yield; for example, 0.34 means a 34% yield). (1) The reactants are [CH3:1][O:2][C:3]1[CH:9]=[C:8]([O:10][CH3:11])[CH:7]=[C:6]([N:12]2[CH:16]=[C:15]([CH3:17])[N:14]=[C:13]2[C:18]2[CH:19]=[N:20][CH:21]=[CH:22][C:23]=2[CH3:24])[C:4]=1[NH2:5].[N:25]([O-])=O.[Na+]. The catalyst is CC(O)=O.O. The product is [CH3:1][O:2][C:3]1[C:4]2[N:5]=[N:25][C:16]3=[C:15]([CH3:17])[N:14]=[C:13]([C:18]4[CH:19]=[N:20][CH:21]=[CH:22][C:23]=4[CH3:24])[N:12]3[C:6]=2[CH:7]=[C:8]([O:10][CH3:11])[CH:9]=1. The yield is 0.810. (2) The reactants are [O:1]=[C:2]1[C:11]2[C:6](=[CH:7][CH:8]=[CH:9][CH:10]=2)[NH:5][N:4]=[C:3]1[C:12]([OH:14])=O.[Cl:15][C:16]1[CH:23]=[CH:22][C:19]([CH2:20][NH2:21])=[CH:18][CH:17]=1.C(Cl)CCl.C1C=CC2N(O)N=NC=2C=1. The catalyst is CN(C=O)C.O. The product is [Cl:15][C:16]1[CH:23]=[CH:22][C:19]([CH2:20][NH:21][C:12]([C:3]2[C:2](=[O:1])[C:11]3[C:6](=[CH:7][CH:8]=[CH:9][CH:10]=3)[NH:5][N:4]=2)=[O:14])=[CH:18][CH:17]=1. The yield is 0.0700. (3) The reactants are [OH:1][CH2:2][C@H:3]1[CH2:6][C@@H:5]([NH:7][C:8]2[C:13]([C:14]#[N:15])=[CH:12][N:11]=[C:10](S(C)(=O)=O)[N:9]=2)[C:4]1([CH3:21])[CH3:20].OC[C@H]1C[C@@H](NC2C(C#N)=CN=C(S(C)=O)N=2)C1(C)C.Cl.[F:43][C:44]([F:54])([F:53])[C:45]1[CH:50]=[CH:49][N:48]=[CH:47][C:46]=1[CH2:51][NH2:52].CCN(C(C)C)C(C)C. The catalyst is C(O)C. The product is [OH:1][CH2:2][C@H:3]1[CH2:6][C@@H:5]([NH:7][C:8]2[C:13]([C:14]#[N:15])=[CH:12][N:11]=[C:10]([NH:52][CH2:51][C:46]3[CH:47]=[N:48][CH:49]=[CH:50][C:45]=3[C:44]([F:54])([F:43])[F:53])[N:9]=2)[C:4]1([CH3:21])[CH3:20]. The yield is 0.450. (4) The reactants are [F:1][C:2]1[CH:7]=[CH:6][C:5]([C:8]([C:10]2[CH:15]=[CH:14][C:13]([OH:16])=[CH:12][CH:11]=2)=[O:9])=[CH:4][CH:3]=1.[I-:17].[K+].II. The catalyst is [OH-].[NH4+].O. The product is [F:1][C:2]1[CH:7]=[CH:6][C:5]([C:8]([C:10]2[CH:15]=[CH:14][C:13]([OH:16])=[C:12]([I:17])[CH:11]=2)=[O:9])=[CH:4][CH:3]=1. The yield is 0.740. (5) The reactants are CN1CCOCC1.[C:8]([O:12][C:13]([NH:15][C@@H:16]([CH2:20][CH2:21][C:22]([O:24][CH3:25])=[O:23])[C:17](O)=[O:18])=[O:14])([CH3:11])([CH3:10])[CH3:9].ClC(OCC)=O.[BH4-].[Na+].OS([O-])(=O)=O.[K+]. The yield is 0.720. The product is [C:8]([O:12][C:13]([NH:15][C@H:16]([CH2:17][OH:18])[CH2:20][CH2:21][C:22]([O:24][CH3:25])=[O:23])=[O:14])([CH3:10])([CH3:9])[CH3:11]. The catalyst is C1COCC1.CO.